This data is from Peptide-MHC class I binding affinity with 185,985 pairs from IEDB/IMGT. The task is: Regression. Given a peptide amino acid sequence and an MHC pseudo amino acid sequence, predict their binding affinity value. This is MHC class I binding data. (1) The peptide sequence is SIILANERY. The MHC is HLA-A68:01 with pseudo-sequence HLA-A68:01. The binding affinity (normalized) is 0.408. (2) The peptide sequence is ALLIGVGNLI. The MHC is HLA-A24:02 with pseudo-sequence HLA-A24:02. The binding affinity (normalized) is 0.114.